Dataset: Forward reaction prediction with 1.9M reactions from USPTO patents (1976-2016). Task: Predict the product of the given reaction. (1) Given the reactants Cl.[NH2:2][C@H:3]1[CH2:7][N:6]([C:8]([O:10][C:11]([CH3:14])([CH3:13])[CH3:12])=[O:9])[C@H:5]([C:15]([O:17][CH3:18])=[O:16])[CH2:4]1.[Br:19][C:20]1[CH:25]=[CH:24][CH:23]=[CH:22][C:21]=1[CH2:26][CH2:27][C:28](O)=[O:29].C(Cl)CCl.C1C=CC2N(O)N=NC=2C=1.CCN(C(C)C)C(C)C, predict the reaction product. The product is: [Br:19][C:20]1[CH:25]=[CH:24][CH:23]=[CH:22][C:21]=1[CH2:26][CH2:27][C:28]([NH:2][C@H:3]1[CH2:7][N:6]([C:8]([O:10][C:11]([CH3:12])([CH3:13])[CH3:14])=[O:9])[C@H:5]([C:15]([O:17][CH3:18])=[O:16])[CH2:4]1)=[O:29]. (2) Given the reactants [Cl:1][C:2]1[CH:7]=[CH:6][CH:5]=[CH:4][C:3]=1[CH2:8][N:9]1[C:14](=[O:15])[CH:13]=[C:12]([OH:16])[N:11]=[C:10]1[C:17]1[C:22]([Cl:23])=[CH:21][CH:20]=[CH:19][C:18]=1[Cl:24].[Cl-].C[Al+]C.CCCCCC.ClC1C=CC=CC=1[CH2:38][NH2:39].ClC1C=CC=C(Cl)C=1C#N.C(OCC)(=O)[CH2:55][C:56]([O:58]CC)=[O:57].C[O-:66].[Na+].CO, predict the reaction product. The product is: [Cl:1][C:2]1[CH:7]=[CH:6][CH:5]=[CH:4][C:3]=1[CH2:8][N:9]1[C:14](=[O:15])[C:13]([C:38]([NH:39][CH2:55][C:56]([OH:58])=[O:57])=[O:66])=[C:12]([OH:16])[N:11]=[C:10]1[C:17]1[C:18]([Cl:24])=[CH:19][CH:20]=[CH:21][C:22]=1[Cl:23]. (3) Given the reactants [CH2:1]([N:3]([CH2:38][CH3:39])[C:4]([NH:6][C:7]1[C:8]([C:18]2[NH:22][C:21]3[CH:23]=[C:24]([O:28][CH2:29][CH2:30][CH2:31][N:32]4[CH2:37][CH2:36][CH2:35][CH2:34][CH2:33]4)[C:25]([F:27])=[CH:26][C:20]=3[N:19]=2)=[N:9][N:10](C2CCCCO2)[CH:11]=1)=[O:5])[CH3:2].[ClH:40], predict the reaction product. The product is: [ClH:40].[CH2:38]([N:3]([CH2:1][CH3:2])[C:4]([NH:6][C:7]1[C:8]([C:18]2[NH:22][C:21]3[CH:23]=[C:24]([O:28][CH2:29][CH2:30][CH2:31][N:32]4[CH2:37][CH2:36][CH2:35][CH2:34][CH2:33]4)[C:25]([F:27])=[CH:26][C:20]=3[N:19]=2)=[N:9][NH:10][CH:11]=1)=[O:5])[CH3:39]. (4) Given the reactants C([O:3][C:4]([C:6]1[CH:7]=[CH:8][N:9]2[C:13]([CH:14]=1)=[C:12]([C:15]#[N:16])[CH:11]=[CH:10]2)=[O:5])C.[OH-].[Li+].Cl, predict the reaction product. The product is: [C:15]([C:12]1[CH:11]=[CH:10][N:9]2[C:13]=1[CH:14]=[C:6]([C:4]([OH:5])=[O:3])[CH:7]=[CH:8]2)#[N:16]. (5) Given the reactants [CH:1](=O)[CH2:2][CH3:3].Cl.[Cl:6][C:7]1[CH:22]=[C:21]([C:23]([N:25]2[CH2:34][C:33]3[CH:32]=[N:31][N:30]([CH3:35])[C:29]=3[NH:28][C:27]3[CH:36]=[CH:37][CH:38]=[CH:39][C:26]2=3)=[O:24])[CH:20]=[CH:19][C:8]=1[CH2:9][NH:10][C:11]([CH:13]1[CH2:18][CH2:17][NH:16][CH2:15][CH2:14]1)=[O:12].C(O[BH-](OC(=O)C)OC(=O)C)(=O)C.[Na+], predict the reaction product. The product is: [Cl:6][C:7]1[CH:22]=[C:21]([C:23]([N:25]2[CH2:34][C:33]3[CH:32]=[N:31][N:30]([CH3:35])[C:29]=3[NH:28][C:27]3[CH:36]=[CH:37][CH:38]=[CH:39][C:26]2=3)=[O:24])[CH:20]=[CH:19][C:8]=1[CH2:9][NH:10][C:11]([CH:13]1[CH2:14][CH2:15][N:16]([CH2:1][CH2:2][CH3:3])[CH2:17][CH2:18]1)=[O:12].